This data is from Full USPTO retrosynthesis dataset with 1.9M reactions from patents (1976-2016). The task is: Predict the reactants needed to synthesize the given product. (1) Given the product [CH2:28]([C:30]1[N:31]([C:2]2[N:10]=[C:9]3[C:5]([N:6]=[C:7]([CH2:12][CH2:13][N:14]4[CH2:19][CH2:18][C:17]([CH3:21])([OH:20])[CH2:16][CH2:15]4)[N:8]3[CH3:11])=[C:4]([N:22]3[CH2:27][CH2:26][O:25][CH2:24][CH2:23]3)[N:3]=2)[C:32]2[CH:38]=[CH:37][CH:36]=[CH:35][C:33]=2[N:34]=1)[CH3:29], predict the reactants needed to synthesize it. The reactants are: Cl[C:2]1[N:10]=[C:9]2[C:5]([N:6]=[C:7]([CH2:12][CH2:13][N:14]3[CH2:19][CH2:18][C:17]([CH3:21])([OH:20])[CH2:16][CH2:15]3)[N:8]2[CH3:11])=[C:4]([N:22]2[CH2:27][CH2:26][O:25][CH2:24][CH2:23]2)[N:3]=1.[CH2:28]([C:30]1[NH:31][C:32]2[CH:38]=[CH:37][CH:36]=[CH:35][C:33]=2[N:34]=1)[CH3:29].CC(C1C=C(C(C)C)C(C2C=CC=CC=2P(C2CCCCC2)C2CCCCC2)=C(C(C)C)C=1)C.C([O-])([O-])=O.[Cs+].[Cs+]. (2) Given the product [Cl:15][C:16]1[CH:24]=[C:23]([S:25]([CH2:28][C:29]([OH:32])([CH3:30])[CH3:31])(=[O:26])=[O:27])[CH:22]=[CH:21][C:17]=1[C:18]([NH:6][C:5]1[CH:7]=[CH:8][C:2]([Cl:1])=[C:3]([C:9]2[CH:14]=[CH:13][CH:12]=[CH:11][N:10]=2)[CH:4]=1)=[O:19], predict the reactants needed to synthesize it. The reactants are: [Cl:1][C:2]1[CH:8]=[CH:7][C:5]([NH2:6])=[CH:4][C:3]=1[C:9]1[CH:14]=[CH:13][CH:12]=[CH:11][N:10]=1.[Cl:15][C:16]1[CH:24]=[C:23]([S:25]([CH2:28][C:29]([OH:32])([CH3:31])[CH3:30])(=[O:27])=[O:26])[CH:22]=[CH:21][C:17]=1[C:18](O)=[O:19]. (3) Given the product [F:1][C:2]1[CH:7]=[CH:6][C:5]([CH2:8][C:9]([O:11][C:16]([CH3:18])([CH3:17])[CH3:15])=[O:10])=[C:4]([N+:12]([O-:14])=[O:13])[CH:3]=1, predict the reactants needed to synthesize it. The reactants are: [F:1][C:2]1[CH:7]=[CH:6][C:5]([CH2:8][C:9]([OH:11])=[O:10])=[C:4]([N+:12]([O-:14])=[O:13])[CH:3]=1.[CH3:15][C:16](O)([CH3:18])[CH3:17]. (4) Given the product [ClH:28].[ClH:28].[CH3:19][C:4]([CH3:20])([CH2:5][N:6]1[CH2:11][CH2:10][NH:9][CH2:8][CH2:7]1)[C:3]([O:2][CH3:1])=[O:21], predict the reactants needed to synthesize it. The reactants are: [CH3:1][O:2][C:3](=[O:21])[C:4]([CH3:20])([CH3:19])[CH2:5][N:6]1[CH2:11][CH2:10][N:9](C(OC(C)(C)C)=O)[CH2:8][CH2:7]1.O1CCOCC1.[ClH:28]. (5) The reactants are: O=O.[CH2:3]([OH:7])[CH2:4][CH2:5][CH3:6]. Given the product [C:3]([O:7][CH2:3][CH2:4][CH2:5][CH3:6])(=[O:7])[CH2:4][CH2:5][CH3:6], predict the reactants needed to synthesize it. (6) Given the product [CH2:1]([N:8]1[CH2:13][CH2:12][N:11]([CH2:14][C:15]2[CH:16]=[CH:17][CH:18]=[CH:19][CH:20]=2)[CH2:10][C:9]1([CH3:27])[C:21]([O:23][CH2:24][CH3:25])=[O:22])[C:2]1[CH:3]=[CH:4][CH:5]=[CH:6][CH:7]=1, predict the reactants needed to synthesize it. The reactants are: [CH2:1]([N:8]1[CH2:13][CH2:12][N:11]([CH2:14][C:15]2[CH:20]=[CH:19][CH:18]=[CH:17][CH:16]=2)[CH2:10][CH:9]1[C:21]([O:23][CH2:24][CH3:25])=[O:22])[C:2]1[CH:7]=[CH:6][CH:5]=[CH:4][CH:3]=1.[Li+].[CH3:27]C([N-]C(C)C)C.CI.